From a dataset of NCI-60 drug combinations with 297,098 pairs across 59 cell lines. Regression. Given two drug SMILES strings and cell line genomic features, predict the synergy score measuring deviation from expected non-interaction effect. (1) Drug 1: CC1=C2C(C(=O)C3(C(CC4C(C3C(C(C2(C)C)(CC1OC(=O)C(C(C5=CC=CC=C5)NC(=O)C6=CC=CC=C6)O)O)OC(=O)C7=CC=CC=C7)(CO4)OC(=O)C)O)C)OC(=O)C. Drug 2: CC1CC(C(C(C=C(C(C(C=CC=C(C(=O)NC2=CC(=O)C(=C(C1)C2=O)OC)C)OC)OC(=O)N)C)C)O)OC. Cell line: SK-OV-3. Synergy scores: CSS=59.1, Synergy_ZIP=1.91, Synergy_Bliss=0.224, Synergy_Loewe=2.32, Synergy_HSA=4.65. (2) Drug 1: CN1C(=O)N2C=NC(=C2N=N1)C(=O)N. Drug 2: C#CCC(CC1=CN=C2C(=N1)C(=NC(=N2)N)N)C3=CC=C(C=C3)C(=O)NC(CCC(=O)O)C(=O)O. Cell line: OVCAR3. Synergy scores: CSS=61.0, Synergy_ZIP=4.27, Synergy_Bliss=-0.139, Synergy_Loewe=-17.9, Synergy_HSA=-1.17. (3) Drug 1: CC=C1C(=O)NC(C(=O)OC2CC(=O)NC(C(=O)NC(CSSCCC=C2)C(=O)N1)C(C)C)C(C)C. Drug 2: CC1=C(C(=CC=C1)Cl)NC(=O)C2=CN=C(S2)NC3=CC(=NC(=N3)C)N4CCN(CC4)CCO. Cell line: IGROV1. Synergy scores: CSS=66.7, Synergy_ZIP=-4.73, Synergy_Bliss=-4.51, Synergy_Loewe=-1.64, Synergy_HSA=-0.443. (4) Drug 1: C1=NC2=C(N1)C(=S)N=C(N2)N. Drug 2: CN1C2=C(C=C(C=C2)N(CCCl)CCCl)N=C1CCCC(=O)O.Cl. Cell line: RXF 393. Synergy scores: CSS=-4.24, Synergy_ZIP=-5.22, Synergy_Bliss=-10.0, Synergy_Loewe=-17.1, Synergy_HSA=-11.1. (5) Cell line: SN12C. Drug 2: C(CN)CNCCSP(=O)(O)O. Synergy scores: CSS=-0.378, Synergy_ZIP=0.606, Synergy_Bliss=-0.0206, Synergy_Loewe=1.41, Synergy_HSA=0.495. Drug 1: CCC1(CC2CC(C3=C(CCN(C2)C1)C4=CC=CC=C4N3)(C5=C(C=C6C(=C5)C78CCN9C7C(C=CC9)(C(C(C8N6C)(C(=O)OC)O)OC(=O)C)CC)OC)C(=O)OC)O.OS(=O)(=O)O. (6) Drug 1: C1=CC(=CC=C1CCC2=CNC3=C2C(=O)NC(=N3)N)C(=O)NC(CCC(=O)O)C(=O)O. Drug 2: CC12CCC3C(C1CCC2OP(=O)(O)O)CCC4=C3C=CC(=C4)OC(=O)N(CCCl)CCCl.[Na+]. Cell line: M14. Synergy scores: CSS=24.0, Synergy_ZIP=-0.830, Synergy_Bliss=-1.11, Synergy_Loewe=-9.51, Synergy_HSA=-0.160. (7) Drug 1: CC1C(C(CC(O1)OC2CC(CC3=C2C(=C4C(=C3O)C(=O)C5=C(C4=O)C(=CC=C5)OC)O)(C(=O)CO)O)N)O. Drug 2: CC(C)(C1=NC(=CC=C1)N2C3=NC(=NC=C3C(=O)N2CC=C)NC4=CC=C(C=C4)N5CCN(CC5)C)O. Cell line: T-47D. Synergy scores: CSS=67.2, Synergy_ZIP=9.03, Synergy_Bliss=9.77, Synergy_Loewe=-2.60, Synergy_HSA=14.5.